Dataset: Reaction yield outcomes from USPTO patents with 853,638 reactions. Task: Predict the reaction yield, written as a fraction of the theoretical maximum amount of product (1.0 means a 100% yield; for example, 0.34 means a 34% yield). The reactants are [F:1][C:2]1[CH:7]=[C:6]([F:8])[CH:5]=[CH:4][C:3]=1[N+:9]([O-:11])=[O:10].[Mg+2].[Cl-].[Cl-].[I:15]I. The catalyst is C1COCC1.[NH4+].[Cl-].[O-]S([O-])(=S)=O.[Na+].[Na+]. The product is [F:8][C:6]1[CH:5]=[CH:4][C:3]([N+:9]([O-:11])=[O:10])=[C:2]([F:1])[C:7]=1[I:15]. The yield is 0.740.